Dataset: Peptide-MHC class I binding affinity with 185,985 pairs from IEDB/IMGT. Task: Regression. Given a peptide amino acid sequence and an MHC pseudo amino acid sequence, predict their binding affinity value. This is MHC class I binding data. (1) The peptide sequence is WHQARFEEL. The MHC is HLA-A68:02 with pseudo-sequence HLA-A68:02. The binding affinity (normalized) is 0.0847. (2) The peptide sequence is LEVKFNAPA. The MHC is HLA-B40:01 with pseudo-sequence HLA-B40:01. The binding affinity (normalized) is 0.207.